From a dataset of HIV replication inhibition screening data with 41,000+ compounds from the AIDS Antiviral Screen. Binary Classification. Given a drug SMILES string, predict its activity (active/inactive) in a high-throughput screening assay against a specified biological target. (1) The molecule is O=C(NN=Cc1cccc(C=NNC(=O)Nc2ccc(N=Nc3ccccc3)cc2)n1)Nc1ccc(N=Nc2ccccc2)cc1. The result is 0 (inactive). (2) The compound is CCC1(CC)COP(=S)(SCCOC(=O)c2ccccc2)OC1. The result is 0 (inactive). (3) The molecule is C[n+]1c(-c2ccc(C=NNC(=O)c3cccc(C(=O)NN=Cc4ccc(-c5cn6ccccc6[n+]5C)cc4)c3)cc2)cn2ccccc21.Cc1ccc(S(=O)(=O)O)cc1. The result is 1 (active). (4) The molecule is CC(C)(C)OC(=O)N1CCc2[nH][nH]c(=O)c2C1. The result is 0 (inactive). (5) The drug is CCOC(=O)C(C#N)=Cc1ccc(C#N)cc1. The result is 0 (inactive). (6) The result is 0 (inactive). The compound is C=C(C)C1Cc2c(cc(OC)c3c(=O)c4ccccc4n(C)c23)O1. (7) The compound is CC(C)(C)c1ccc(SS(=O)(=O)c2ccc(C(C)(C)C)cc2)cc1. The result is 0 (inactive).